From a dataset of Full USPTO retrosynthesis dataset with 1.9M reactions from patents (1976-2016). Predict the reactants needed to synthesize the given product. (1) Given the product [CH3:35][N:34]([CH2:33][C:10]1[C:11]2[O:15][N:14]=[C:13]([CH2:16][CH2:17][CH:18]3[CH2:23][CH2:22][NH:21][CH2:20][CH2:19]3)[C:12]=2[CH:31]=[CH:32][C:9]=1[O:8][CH2:7][C:6]1[CH:5]=[CH:4][C:3]([C:1]#[N:2])=[CH:38][CH:37]=1)[CH3:36], predict the reactants needed to synthesize it. The reactants are: [C:1]([C:3]1[CH:38]=[CH:37][C:6]([CH2:7][O:8][C:9]2[CH:32]=[CH:31][C:12]3[C:13]([CH2:16][CH2:17][CH:18]4[CH2:23][CH2:22][N:21](C(OC(C)(C)C)=O)[CH2:20][CH2:19]4)=[N:14][O:15][C:11]=3[C:10]=2[CH2:33][N:34]([CH3:36])[CH3:35])=[CH:5][CH:4]=1)#[N:2].Cl. (2) The reactants are: [CH:1]([C:3]1[CH:4]=[C:5]([N:9]2[CH:13]=[C:12]([CH2:14][OH:15])[N:11]=[CH:10]2)[CH:6]=[CH:7][CH:8]=1)=[CH2:2].[CH2:16]([Zn]CC)C.ICI. Given the product [CH:1]1([C:3]2[CH:4]=[C:5]([N:9]3[CH:13]=[C:12]([CH2:14][OH:15])[N:11]=[CH:10]3)[CH:6]=[CH:7][CH:8]=2)[CH2:16][CH2:2]1, predict the reactants needed to synthesize it. (3) Given the product [CH3:14][NH:15][CH2:2][CH2:3][CH2:4][O:5][C:6]1[CH:11]=[N:10][CH:9]=[C:8]([O:12][CH3:13])[CH:7]=1, predict the reactants needed to synthesize it. The reactants are: Cl[CH2:2][CH2:3][CH2:4][O:5][C:6]1[CH:7]=[C:8]([O:12][CH3:13])[CH:9]=[N:10][CH:11]=1.[CH3:14][NH2:15]. (4) Given the product [C:28]([C:21]1[O:24][C:10]2[C:9]([C:7]3[CH:8]=[C:9]([C:11]([CH3:14])([CH3:13])[CH3:12])[CH:10]=[C:5]([C:1]([CH3:4])([CH3:3])[CH3:2])[C:6]=3[O:18][CH2:19][CH3:20])=[CH:8][CH:7]=[CH:6][C:5]=2[CH:1]=1)(=[O:30])[CH3:29], predict the reactants needed to synthesize it. The reactants are: [C:1]([C:5]1[C:6]([O:18][CH2:19][CH3:20])=[C:7](B(O)O)[CH:8]=[C:9]([C:11]([CH3:14])([CH3:13])[CH3:12])[CH:10]=1)([CH3:4])([CH3:3])[CH3:2].[C:21](=[O:24])([O-])[O-].[Na+].[Na+].O.[CH2:28]([OH:30])[CH3:29].